Dataset: Peptide-MHC class I binding affinity with 185,985 pairs from IEDB/IMGT. Task: Regression. Given a peptide amino acid sequence and an MHC pseudo amino acid sequence, predict their binding affinity value. This is MHC class I binding data. (1) The peptide sequence is RNMSRIFPY. The MHC is HLA-A02:19 with pseudo-sequence HLA-A02:19. The binding affinity (normalized) is 0.0847. (2) The peptide sequence is HTTVPWPNETL. The MHC is Mamu-A01 with pseudo-sequence Mamu-A01. The binding affinity (normalized) is 0.875. (3) The binding affinity (normalized) is 0.829. The peptide sequence is KTFGWLWKL. The MHC is Mamu-A02 with pseudo-sequence Mamu-A02. (4) The peptide sequence is KTYFEKVERLK. The MHC is HLA-A11:01 with pseudo-sequence HLA-A11:01. The binding affinity (normalized) is 0.689. (5) The peptide sequence is NPNILYGDI. The MHC is HLA-B51:01 with pseudo-sequence HLA-B51:01. The binding affinity (normalized) is 0.0871. (6) The peptide sequence is NVHEHINDQK. The MHC is HLA-A11:01 with pseudo-sequence HLA-A11:01. The binding affinity (normalized) is 0.0922. (7) The peptide sequence is MHYVYAAL. The MHC is H-2-Kb with pseudo-sequence H-2-Kb. The binding affinity (normalized) is 1.00. (8) The peptide sequence is ILNSDDEQA. The MHC is HLA-B57:01 with pseudo-sequence HLA-B57:01. The binding affinity (normalized) is 0.0847. (9) The binding affinity (normalized) is 0. The MHC is Mamu-A02 with pseudo-sequence Mamu-A02. The peptide sequence is EGIIPDWQDY.